Dataset: Full USPTO retrosynthesis dataset with 1.9M reactions from patents (1976-2016). Task: Predict the reactants needed to synthesize the given product. (1) Given the product [F:1][C:2]1[CH:16]=[CH:15][C:5]([CH2:6][O:7][C:8]2[N:13]=[CH:12][C:11]([N:14]3[C:21](=[O:22])[CH2:20][CH:18]([C:17]([OH:25])=[O:24])[CH2:19]3)=[CH:10][CH:9]=2)=[CH:4][CH:3]=1, predict the reactants needed to synthesize it. The reactants are: [F:1][C:2]1[CH:16]=[CH:15][C:5]([CH2:6][O:7][C:8]2[N:13]=[CH:12][C:11]([NH2:14])=[CH:10][CH:9]=2)=[CH:4][CH:3]=1.[C:17]([OH:25])(=[O:24])[C:18]([CH2:20][C:21](O)=[O:22])=[CH2:19]. (2) The reactants are: [Cl:1][C:2]1[CH:11]=[C:10]2[C:5]([C:6]([N:12]3[CH2:17][CH2:16][N:15]([C:18]([NH:20][C:21]4[CH:26]=[CH:25][C:24]([O:27][C:28]5[CH:33]=[CH:32][CH:31]=[CH:30][CH:29]=5)=[CH:23][CH:22]=4)=[O:19])[CH2:14][CH2:13]3)=[N:7][CH:8]=[N:9]2)=[CH:4][C:3]=1[N+:34]([O-])=O. Given the product [NH2:34][C:3]1[CH:4]=[C:5]2[C:10](=[CH:11][C:2]=1[Cl:1])[N:9]=[CH:8][N:7]=[C:6]2[N:12]1[CH2:17][CH2:16][N:15]([C:18]([NH:20][C:21]2[CH:22]=[CH:23][C:24]([O:27][C:28]3[CH:29]=[CH:30][CH:31]=[CH:32][CH:33]=3)=[CH:25][CH:26]=2)=[O:19])[CH2:14][CH2:13]1, predict the reactants needed to synthesize it. (3) Given the product [CH2:21]([N:24]([CH2:25][CH3:26])[C:18]([C:9]1[CH:10]=[CH:11][C:12]2[C:13](=[O:17])[C:14]3[C:5]([O:6][C:7]=2[CH:8]=1)=[CH:4][C:3]([O:2][CH3:1])=[CH:16][CH:15]=3)=[O:19])[CH3:22], predict the reactants needed to synthesize it. The reactants are: [CH3:1][O:2][C:3]1[CH:4]=[C:5]2[C:14](=[CH:15][CH:16]=1)[C:13](=[O:17])[C:12]1[CH:11]=[CH:10][C:9]([C:18](O)=[O:19])=[CH:8][C:7]=1[O:6]2.[CH:21]([N:24](CC)[CH:25](C)[CH3:26])(C)[CH3:22].C(NCC)C. (4) Given the product [NH2:26][C:4]1[CH:5]=[C:6]([S:9]([N:12]([CH3:25])[C:13]2[CH:18]=[C:17]([O:19][CH3:20])[C:16]([O:21][CH3:22])=[C:15]([O:23][CH3:24])[CH:14]=2)(=[O:10])=[O:11])[CH:7]=[CH:8][C:3]=1[O:2][CH3:1], predict the reactants needed to synthesize it. The reactants are: [CH3:1][O:2][C:3]1[CH:8]=[CH:7][C:6]([S:9]([N:12]([CH3:25])[C:13]2[CH:18]=[C:17]([O:19][CH3:20])[C:16]([O:21][CH3:22])=[C:15]([O:23][CH3:24])[CH:14]=2)(=[O:11])=[O:10])=[CH:5][C:4]=1[N+:26]([O-])=O.C1COCC1. (5) Given the product [NH:1]1[CH:5]=[C:4]([C:6]2[CH:7]=[CH:10][CH:11]=[CH:12][C:20]=2[C:21]([OH:16])=[O:14])[N:3]=[N:2]1, predict the reactants needed to synthesize it. The reactants are: [NH:1]1[CH:5]=[C:4]([C:6]2C=[CH:12][CH:11]=[CH:10][C:7]=2C#N)[N:3]=[N:2]1.[OH-:14].[Na+].[O:16]1[CH2:21][CH2:20]OCC1. (6) Given the product [C:1]([NH:18][C@H:19]([C:41]([OH:43])=[O:42])[CH2:20][SH:21])([O:3][CH2:4][CH:5]1[C:17]2[C:12](=[CH:13][CH:14]=[CH:15][CH:16]=2)[C:11]2[C:6]1=[CH:7][CH:8]=[CH:9][CH:10]=2)=[O:2], predict the reactants needed to synthesize it. The reactants are: [C:1]([NH:18][C@H:19]([C:41]([OH:43])=[O:42])[CH2:20][S:21]C(C1C=CC=CC=1)(C1C=CC=CC=1)C1C=CC=CC=1)([O:3][CH2:4][CH:5]1[C:17]2[C:12](=[CH:13][CH:14]=[CH:15][CH:16]=2)[C:11]2[C:6]1=[CH:7][CH:8]=[CH:9][CH:10]=2)=[O:2].